This data is from Forward reaction prediction with 1.9M reactions from USPTO patents (1976-2016). The task is: Predict the product of the given reaction. (1) The product is: [CH3:14][N:15]1[C:6]2[CH:5]=[CH:4][CH:3]=[CH:2][C:1]=2[S:10][C:11]1=[C:23]1[S:22][C:21](=[S:20])[N:25]([CH2:26][CH3:27])[C:24]1=[O:28]. Given the reactants [C:1]1(OC)[CH:6]=[CH:5][CH:4]=[CH:3][CH:2]=1.C[S:10][C:11]1SC2C=CC=C[C:14]=2[N:15]=1.[S:20]=[C:21]1[N:25]([CH2:26][CH3:27])[C:24](=[O:28])[CH2:23][S:22]1.C(#N)C, predict the reaction product. (2) Given the reactants I[C:2]1[C:6]([C:7]2[CH:12]=[CH:11][N:10]=[C:9]([NH:13][CH2:14][C@@H:15]([OH:17])[CH3:16])[N:8]=2)=[CH:5][N:4]([CH:18]([CH3:20])[CH3:19])[N:3]=1.[CH3:21][C:22]1[C:23]([NH2:37])=[N:24][CH:25]=[C:26](B2OC(C)(C)C(C)(C)O2)[CH:27]=1.C([O-])([O-])=O.[Na+].[Na+], predict the reaction product. The product is: [NH2:37][C:23]1[N:24]=[CH:25][C:26]([C:2]2[C:6]([C:7]3[CH:12]=[CH:11][N:10]=[C:9]([NH:13][CH2:14][C@@H:15]([OH:17])[CH3:16])[N:8]=3)=[CH:5][N:4]([CH:18]([CH3:20])[CH3:19])[N:3]=2)=[CH:27][C:22]=1[CH3:21]. (3) Given the reactants [Cl:1][Si:2]([Cl:9])([Cl:8])[CH2:3][CH2:4][SiH:5]([Cl:7])[Cl:6].O1CCO[CH2:12][CH2:11]1, predict the reaction product. The product is: [Cl:1][Si:2]([Cl:9])([Cl:8])[CH2:3][CH2:4][Si:5]([Cl:7])([Cl:6])[CH:11]=[CH2:12]. (4) Given the reactants [CH3:1][N:2]([C@@H:10]([CH3:39])[C:11]([NH:13][C@H:14]([C:18]([N:20]1[CH2:25][CH2:24][NH:23][CH2:22][C@H:21]1[C:26]([NH:28][C@H:29]1[C:38]2[C:33](=[CH:34][CH:35]=[CH:36][CH:37]=2)[CH2:32][CH2:31][CH2:30]1)=[O:27])=[O:19])[CH:15]([CH3:17])[CH3:16])=[O:12])[C:3](=[O:9])[O:4][C:5]([CH3:8])([CH3:7])[CH3:6].CCN(C(C)C)C(C)C.[C:49]([NH:52][C:53]1[CH:61]=[CH:60][C:56]([C:57](O)=[O:58])=[CH:55][CH:54]=1)(=[O:51])[CH3:50].C1C=CC2N(O)N=NC=2C=1.CN(C(ON1N=NC2C=CC=CC1=2)=[N+](C)C)C.F[P-](F)(F)(F)(F)F, predict the reaction product. The product is: [C:49]([NH:52][C:53]1[CH:61]=[CH:60][C:56]([C:57]([N:23]2[CH2:24][CH2:25][N:20]([C:18]([C@@H:14]([NH:13][C:11](=[O:12])[C@@H:10]([N:2]([CH3:1])[C:3](=[O:9])[O:4][C:5]([CH3:7])([CH3:8])[CH3:6])[CH3:39])[CH:15]([CH3:17])[CH3:16])=[O:19])[C@H:21]([C:26]([NH:28][C@H:29]3[C:38]4[C:33](=[CH:34][CH:35]=[CH:36][CH:37]=4)[CH2:32][CH2:31][CH2:30]3)=[O:27])[CH2:22]2)=[O:58])=[CH:55][CH:54]=1)(=[O:51])[CH3:50]. (5) Given the reactants [Br:1][C:2]1[CH:7]=[C:6]([C:8]2[CH:13]=[CH:12][CH:11]=[CH:10][CH:9]=2)[C:5]([C:14](OC)=[O:15])=[CH:4][CH:3]=1.[H-].[H-].[H-].[H-].[Li+].[Al+3].O, predict the reaction product. The product is: [Br:1][C:2]1[CH:3]=[CH:4][C:5]([CH2:14][OH:15])=[C:6]([C:8]2[CH:13]=[CH:12][CH:11]=[CH:10][CH:9]=2)[CH:7]=1.